From a dataset of Full USPTO retrosynthesis dataset with 1.9M reactions from patents (1976-2016). Predict the reactants needed to synthesize the given product. (1) Given the product [O:31]1[C:28]2([CH2:27][CH2:26][N:25]([C:10](=[O:9])[CH2:11][N:12]3[CH2:13][CH2:14][N:15]([C:18]([O:20][C:21]([CH3:23])([CH3:24])[CH3:22])=[O:19])[CH2:16][CH2:17]3)[CH2:30][CH2:29]2)[CH2:2]1, predict the reactants needed to synthesize it. The reactants are: [I-].[CH3:2][S+](C)(C)=O.[H-].[Na+].[O:9]=[C:10]([N:25]1[CH2:30][CH2:29][C:28](=[O:31])[CH2:27][CH2:26]1)[CH2:11][N:12]1[CH2:17][CH2:16][N:15]([C:18]([O:20][C:21]([CH3:24])([CH3:23])[CH3:22])=[O:19])[CH2:14][CH2:13]1.O. (2) Given the product [Cl:8][C:9]1[S:10][C:11]([Cl:34])=[CH:12][C:13]=1[CH:14]=[C:40]([C:39]1[CH:45]=[CH:46][C:36]([F:35])=[CH:37][CH:38]=1)[C:42]([O:44][CH2:1][CH3:2])=[O:43], predict the reactants needed to synthesize it. The reactants are: [CH3:1][C:2](C)([O-])C.[K+].[Cl-].[Cl:8][C:9]1[S:10][C:11]([Cl:34])=[CH:12][C:13]=1[CH2:14][P+](C1C=CC=CC=1)(C1C=CC=CC=1)C1C=CC=CC=1.[F:35][C:36]1[CH:46]=[CH:45][C:39]([C:40]([C:42]([O-:44])=[O:43])=O)=[CH:38][CH:37]=1.C(OCC)(=O)C. (3) Given the product [Br:4][C:5]1[CH:6]=[C:7]2[C:13]([C:14]#[N:2])=[CH:12][NH:11][C:8]2=[N:9][CH:10]=1, predict the reactants needed to synthesize it. The reactants are: Cl.[NH2:2]O.[Br:4][C:5]1[CH:6]=[C:7]2[C:13]([CH:14]=O)=[CH:12][NH:11][C:8]2=[N:9][CH:10]=1.C(=O)(O)[O-].[Na+]. (4) Given the product [Br:19][C:9]1[N:4]2[N:5]=[C:6]([Cl:8])[CH:7]=[C:2]([Br:1])[C:3]2=[N:11][CH:10]=1, predict the reactants needed to synthesize it. The reactants are: [Br:1][C:2]1[C:3]2[N:4]([CH:9]=[CH:10][N:11]=2)[N:5]=[C:6]([Cl:8])[CH:7]=1.C1C(=O)N([Br:19])C(=O)C1. (5) Given the product [Si:1]([O:18][CH2:19][C@@H:20]1[CH2:25][CH2:24][CH2:23][CH:22]([O:26][CH3:34])[N:21]1[C:27]([O:29][C:30]([CH3:33])([CH3:32])[CH3:31])=[O:28])([C:14]([CH3:15])([CH3:16])[CH3:17])([C:2]1[CH:7]=[CH:6][CH:5]=[CH:4][CH:3]=1)[C:8]1[CH:13]=[CH:12][CH:11]=[CH:10][CH:9]=1, predict the reactants needed to synthesize it. The reactants are: [Si:1]([O:18][CH2:19][C@@H:20]1[CH2:25][CH2:24][CH2:23][CH:22]([OH:26])[N:21]1[C:27]([O:29][C:30]([CH3:33])([CH3:32])[CH3:31])=[O:28])([C:14]([CH3:17])([CH3:16])[CH3:15])([C:8]1[CH:13]=[CH:12][CH:11]=[CH:10][CH:9]=1)[C:2]1[CH:7]=[CH:6][CH:5]=[CH:4][CH:3]=1.[CH2:34](N(CC)CC)C. (6) Given the product [ClH:40].[Br:18][C:19]1[CH:24]=[CH:23][C:22]([NH:25][C:26]2[C:35]3[C:30](=[CH:31][C:32]([O:5][CH2:6][C@@H:7]4[O:16][CH2:15][C@@H:10]5[CH2:11][O:12][CH2:13][CH2:14][N:9]5[CH2:8]4)=[C:33]([O:36][CH3:37])[CH:34]=3)[N:29]=[CH:28][N:27]=2)=[C:21]([F:39])[C:20]=1[Cl:40], predict the reactants needed to synthesize it. The reactants are: CS([O:5][CH2:6][C@@H:7]1[O:16][CH2:15][C@@H:10]2[CH2:11][O:12][CH2:13][CH2:14][N:9]2[CH2:8]1)(=O)=O.Cl.[Br:18][C:19]1[CH:24]=[CH:23][C:22]([NH:25][C:26]2[C:35]3[C:30](=[CH:31][C:32](O)=[C:33]([O:36][CH3:37])[CH:34]=3)[N:29]=[CH:28][N:27]=2)=[C:21]([F:39])[C:20]=1[Cl:40].C(=O)([O-])[O-].[K+].[K+]. (7) Given the product [Br:1][C:2]1[CH:3]=[C:4]2[C:8](=[CH:9][CH:10]=1)[NH:7][CH:6]=[C:5]2[C:11]#[N:18], predict the reactants needed to synthesize it. The reactants are: [Br:1][C:2]1[CH:3]=[C:4]2[C:8](=[CH:9][CH:10]=1)[NH:7][CH:6]=[C:5]2[CH:11]=O.P([O-])([O-])(O)=O.[NH4+:18].[NH4+].